This data is from Forward reaction prediction with 1.9M reactions from USPTO patents (1976-2016). The task is: Predict the product of the given reaction. (1) Given the reactants FC(F)(F)C([NH:5][CH2:6][CH2:7][CH2:8][C:9]1[CH:14]=[CH:13][CH:12]=[C:11]([C:15]#[C:16][C:17]([OH:24])([CH2:21][CH2:22][CH3:23])[CH2:18][CH2:19][CH3:20])[CH:10]=1)=O.[NH4+].[OH-], predict the reaction product. The product is: [NH2:5][CH2:6][CH2:7][CH2:8][C:9]1[CH:10]=[C:11]([C:15]#[C:16][C:17]([OH:24])([CH2:21][CH2:22][CH3:23])[CH2:18][CH2:19][CH3:20])[CH:12]=[CH:13][CH:14]=1. (2) Given the reactants [S:1]1[C:5]2[CH:6]=[CH:7][CH:8]=[CH:9][C:4]=2[N:3]=[C:2]1[NH:10][N:11]=[C:12]([C:14]1[O:18][C:17]([C:19]2[CH:20]=[C:21]([S:25]([NH:28][C:29](=[O:38])[CH2:30][CH2:31][C:32]3[CH:37]=[CH:36][CH:35]=[CH:34][CH:33]=3)(=[O:27])=[O:26])[CH:22]=[CH:23][CH:24]=2)=[CH:16][CH:15]=1)[CH3:13].[C:39](C1OC(C2C=C(S(NC(=O)CC(C3C=CC=CC=3)C)(=O)=O)C=CC=2)=CC=1)(=O)C, predict the reaction product. The product is: [S:1]1[C:5]2[CH:6]=[CH:7][CH:8]=[CH:9][C:4]=2[N:3]=[C:2]1[NH:10][N:11]=[C:12]([C:14]1[O:18][C:17]([C:19]2[CH:20]=[C:21]([S:25]([NH:28][C:29](=[O:38])[CH2:30][CH2:31][CH2:32][C:37]3[CH:39]=[CH:33][CH:34]=[CH:35][CH:36]=3)(=[O:27])=[O:26])[CH:22]=[CH:23][CH:24]=2)=[CH:16][CH:15]=1)[CH3:13]. (3) Given the reactants [O:1]=[C:2]1[CH2:6][CH2:5][C@@H:4]([C:7]2[CH:17]=[CH:16][C:10]([O:11][CH2:12][C:13]([OH:15])=O)=[CH:9][CH:8]=2)[CH2:3]1.[NH2:18][CH:19]1[CH2:24][CH2:23][N:22]([C:25]([O:27][C:28]([CH3:31])([CH3:30])[CH3:29])=[O:26])[CH2:21][CH2:20]1, predict the reaction product. The product is: [O:1]=[C:2]1[CH2:6][CH2:5][C@@H:4]([C:7]2[CH:8]=[CH:9][C:10]([O:11][CH2:12][C:13]([NH:18][CH:19]3[CH2:20][CH2:21][N:22]([C:25]([O:27][C:28]([CH3:31])([CH3:30])[CH3:29])=[O:26])[CH2:23][CH2:24]3)=[O:15])=[CH:16][CH:17]=2)[CH2:3]1. (4) Given the reactants [P:1]([O:11][C:12](C)(C)C)([O:6]C(C)(C)C)([O:3]C[Cl:5])=[O:2].[I-].[Na+].[CH3:18][C:19]1[CH:20]=[CH:21][CH:22]=[CH:23][C:24]=1[C:25]1[CH:26]=[C:27]([N:52]2[CH2:57][CH2:56][N:55]([CH3:58])[CH2:54][CH2:53]2)[N:28]=[CH:29][C:30]=1[N:31]([C:33]([C:35]([C:38]1[CH:39]=[C:40]([C:48]([F:51])([F:50])[F:49])[CH:41]=[C:42]([C:44]([F:47])([F:46])[F:45])[CH:43]=1)([CH3:37])[CH3:36])=[O:34])[CH3:32].[ClH:59].O1CCOCC1, predict the reaction product. The product is: [ClH:5].[Cl-:59].[F:47][C:44]([F:45])([F:46])[C:42]1[CH:43]=[C:38]([C:35]([CH3:36])([CH3:37])[C:33]([N:31]([C:30]2[C:25]([C:24]3[CH:23]=[CH:22][CH:21]=[CH:20][C:19]=3[CH3:18])=[CH:26][C:27]([N:52]3[CH2:53][CH2:54][N+:55]([CH3:58])([CH2:12][O:11][P:1]([OH:6])([OH:3])=[O:2])[CH2:56][CH2:57]3)=[N:28][CH:29]=2)[CH3:32])=[O:34])[CH:39]=[C:40]([C:48]([F:49])([F:51])[F:50])[CH:41]=1.